Dataset: Full USPTO retrosynthesis dataset with 1.9M reactions from patents (1976-2016). Task: Predict the reactants needed to synthesize the given product. (1) The reactants are: C([C@H]([C@@H](C(O)=O)O)O)(O)=O.[CH:11]([O:14][C:15]([C@@H:17]([NH:19][P@:20]([CH2:29][O:30][C@H:31]([CH3:43])[CH2:32][N:33]1[CH:41]=[N:40][C:39]2[C:34]1=[N:35][CH:36]=[N:37][C:38]=2[NH2:42])([O:22][C:23]1[CH:28]=[CH:27][CH:26]=[CH:25][CH:24]=1)=[O:21])[CH3:18])=[O:16])([CH3:13])[CH3:12].O.N. Given the product [CH:11]([O:14][C:15]([C@@H:17]([NH:19][P@:20]([CH2:29][O:30][C@H:31]([CH3:43])[CH2:32][N:33]1[CH:41]=[N:40][C:39]2[C:34]1=[N:35][CH:36]=[N:37][C:38]=2[NH2:42])([O:22][C:23]1[CH:28]=[CH:27][CH:26]=[CH:25][CH:24]=1)=[O:21])[CH3:18])=[O:16])([CH3:12])[CH3:13], predict the reactants needed to synthesize it. (2) Given the product [Br:17][C:18]1[N:23]=[C:22]2[N:24]([CH2:2][O:3][CH2:4][CH2:5][Si:6]([CH3:9])([CH3:8])[CH3:7])[N:25]=[C:26]([C:27]3[CH:32]=[CH:31][CH:30]=[CH:29][CH:28]=3)[C:21]2=[C:20]([C:33]([F:35])([F:36])[F:34])[CH:19]=1, predict the reactants needed to synthesize it. The reactants are: Cl[CH2:2][O:3][CH2:4][CH2:5][Si:6]([CH3:9])([CH3:8])[CH3:7].C(N(CC)CC)C.[Br:17][C:18]1[N:23]=[C:22]2[NH:24][N:25]=[C:26]([C:27]3[CH:32]=[CH:31][CH:30]=[CH:29][CH:28]=3)[C:21]2=[C:20]([C:33]([F:36])([F:35])[F:34])[CH:19]=1.O. (3) Given the product [Cl:1][C:2]1[N:10]=[C:9]2[C:5]([N:6]=[C:7]([CH2:12][N:27]3[CH2:28][CH2:29][N:24]([S:21]([CH3:20])(=[O:23])=[O:22])[CH2:25][CH2:26]3)[N:8]2[CH3:11])=[C:4]([N:14]2[CH2:19][CH2:18][O:17][CH2:16][CH2:15]2)[N:3]=1, predict the reactants needed to synthesize it. The reactants are: [Cl:1][C:2]1[N:10]=[C:9]2[C:5]([N:6]=[C:7]([CH:12]=O)[N:8]2[CH3:11])=[C:4]([N:14]2[CH2:19][CH2:18][O:17][CH2:16][CH2:15]2)[N:3]=1.[CH3:20][S:21]([N:24]1[CH2:29][CH2:28][NH:27][CH2:26][CH2:25]1)(=[O:23])=[O:22].COC(OC)OC.C(O)(=O)C.C(O[BH-](OC(=O)C)OC(=O)C)(=O)C.[Na+]. (4) Given the product [CH3:16][S:17]([O:8][CH2:7][C:3]1[N:2]([CH3:1])[CH:6]=[CH:5][N:4]=1)(=[O:19])=[O:18], predict the reactants needed to synthesize it. The reactants are: [CH3:1][N:2]1[CH:6]=[CH:5][N:4]=[C:3]1[CH2:7][OH:8].C(N(CC)CC)C.[CH3:16][S:17](Cl)(=[O:19])=[O:18]. (5) Given the product [CH3:12][O:13][C:14]1[N:19]=[CH:18][C:17]([NH:20][C:21]2[C:22]([CH2:23][OH:24])=[CH:27][CH:28]=[CH:29][N:30]=2)=[CH:16][CH:15]=1, predict the reactants needed to synthesize it. The reactants are: [H-].[Al+3].[Li+].[H-].[H-].[H-].O1CCCC1.[CH3:12][O:13][C:14]1[N:19]=[CH:18][C:17]([NH:20][C:21]2[N:30]=[CH:29][CH:28]=[CH:27][C:22]=2[C:23](OC)=[O:24])=[CH:16][CH:15]=1.[OH-].[Na+]. (6) Given the product [I:17][C:10]1[CH:11]=[CH:12][CH:13]=[C:14]2[C:9]=1[NH:8][CH:7]=[C:6]([C:4]([OH:5])=[O:3])[C:15]2=[O:16], predict the reactants needed to synthesize it. The reactants are: C([O:3][C:4]([C:6]1[C:15](=[O:16])[C:14]2[C:9](=[C:10]([I:17])[CH:11]=[CH:12][CH:13]=2)[NH:8][CH:7]=1)=[O:5])C.Cl. (7) Given the product [CH:7]([C:6]1[CH:9]=[C:2]([C:33]2[CH:32]=[CH:31][CH:30]=[C:29]([C:26]([NH2:27])=[O:28])[CH:34]=2)[CH:3]=[C:4]([O:11][CH3:12])[C:5]=1[O:10][CH2:13][O:14][CH3:15])=[O:8], predict the reactants needed to synthesize it. The reactants are: Br[C:2]1[CH:3]=[C:4]([O:11][CH3:12])[C:5]([OH:10])=[C:6]([CH:9]=1)[CH:7]=[O:8].[CH3:13][O:14][CH2:15]Cl.C(N(C(C)C)CC)(C)C.[C:26]([C:29]1[CH:30]=[C:31](B(O)O)[CH:32]=[CH:33][CH:34]=1)(=[O:28])[NH2:27].P([O-])([O-])([O-])=O.[K+].[K+].[K+]. (8) Given the product [CH3:1][O:2][C:3]1[CH:4]=[C:5]2[C:10](=[CH:11][C:12]=1[O:13][CH3:14])[N:9]=[CH:8][N:7]=[C:6]2[O:15][C:16]1[CH:22]=[CH:21][C:19]([NH:20][C:30]([NH:39][CH2:38][CH2:37][N:36]([CH2:40][CH3:41])[CH2:34][CH3:35])=[S:31])=[CH:18][CH:17]=1, predict the reactants needed to synthesize it. The reactants are: [CH3:1][O:2][C:3]1[CH:4]=[C:5]2[C:10](=[CH:11][C:12]=1[O:13][CH3:14])[N:9]=[CH:8][N:7]=[C:6]2[O:15][C:16]1[CH:22]=[CH:21][C:19]([NH2:20])=[CH:18][CH:17]=1.C(N(CC)CC)C.[C:30](Cl)(Cl)=[S:31].[CH2:34]([N:36]([CH2:40][CH3:41])[CH2:37][CH2:38][NH2:39])[CH3:35]. (9) Given the product [NH3:7].[CH3:11][C:2]1[C:6]2=[N:7][CH:8]=[CH:9][CH:10]=[C:5]2[S:4][CH:3]=1, predict the reactants needed to synthesize it. The reactants are: Br[C:2]1[C:6]2=[N:7][CH:8]=[CH:9][CH:10]=[C:5]2[S:4][CH:3]=1.[CH3:11]B(O)O.C([O-])([O-])=O.[Na+].[Na+].O.